This data is from Forward reaction prediction with 1.9M reactions from USPTO patents (1976-2016). The task is: Predict the product of the given reaction. (1) Given the reactants [CH3:1][O:2][C:3]([C:5]1[S:9][C:8]2[CH:10]=[C:11](Br)[CH:12]=[C:13]([O:14][CH3:15])[C:7]=2[C:6]=1[C:17]([O:19][CH2:20][CH3:21])=[O:18])=[O:4].[N+:22]([C:25]1[CH:26]=[C:27](B(O)O)[CH:28]=[CH:29][CH:30]=1)([O-:24])=[O:23].[F-].[K+], predict the reaction product. The product is: [CH3:1][O:2][C:3]([C:5]1[S:9][C:8]2[CH:10]=[C:11]([C:28]3[CH:27]=[CH:26][C:25]([N+:22]([O-:24])=[O:23])=[CH:30][CH:29]=3)[CH:12]=[C:13]([O:14][CH3:15])[C:7]=2[C:6]=1[C:17]([O:19][CH2:20][CH3:21])=[O:18])=[O:4]. (2) The product is: [C:22]([O:21][C:19](=[O:20])[N:17]([CH3:18])[CH:14]1[CH2:15][CH2:16][NH:11][CH2:12][CH2:13]1)([CH3:25])([CH3:24])[CH3:23]. Given the reactants C(OC([N:11]1[CH2:16][CH2:15][CH:14]([N:17]([C:19]([O:21][C:22]([CH3:25])([CH3:24])[CH3:23])=[O:20])[CH3:18])[CH2:13][CH2:12]1)=O)C1C=CC=CC=1, predict the reaction product. (3) Given the reactants Cl.C[O:3][C:4](=[O:38])[C:5]1[CH:10]=[CH:9][C:8]([O:11][C:12]2[CH:17]=[CH:16][C:15]([CH2:18][C@H:19]([NH2:37])[C:20]3[N:21]([CH2:33][CH2:34][CH2:35][CH3:36])[CH:22]=[C:23]([C:25]4[CH:30]=[CH:29][C:28]([Cl:31])=[CH:27][C:26]=4[Cl:32])[N:24]=3)=[CH:14][CH:13]=2)=[CH:7][CH:6]=1.[CH2:39]([S:43](Cl)(=[O:45])=[O:44])[CH2:40][CH2:41][CH3:42], predict the reaction product. The product is: [CH2:39]([S:43]([NH:37][C@H:19]([C:20]1[N:21]([CH2:33][CH2:34][CH2:35][CH3:36])[CH:22]=[C:23]([C:25]2[CH:30]=[CH:29][C:28]([Cl:31])=[CH:27][C:26]=2[Cl:32])[N:24]=1)[CH2:18][C:15]1[CH:14]=[CH:13][C:12]([O:11][C:8]2[CH:9]=[CH:10][C:5]([C:4]([OH:3])=[O:38])=[CH:6][CH:7]=2)=[CH:17][CH:16]=1)(=[O:45])=[O:44])[CH2:40][CH2:41][CH3:42]. (4) The product is: [CH:1]1[C:10]2[C:5](=[CH:6][CH:7]=[CH:8][CH:9]=2)[CH:4]=[CH:3][C:2]=1[C:11]1[C:12]2[C:17](=[CH:16][CH:15]=[CH:14][CH:13]=2)[C:18]([C:25]2[CH:26]=[C:27]3[C:36](=[CH:37][CH:38]=2)[CH:35]=[CH:34][C:33]2[CH:32]=[CH:31][CH:30]=[CH:29][C:28]3=2)=[C:19]2[C:24]=1[CH:23]=[CH:22][CH:21]=[CH:20]2. Given the reactants [CH:1]1[C:10]2[C:5](=[CH:6][CH:7]=[CH:8][CH:9]=2)[CH:4]=[CH:3][C:2]=1[C:11]1[C:24]2[C:19](=[CH:20][CH:21]=[CH:22][CH:23]=2)[C:18]([C:25]2[CH:26]=[C:27]3[C:36](=[CH:37][CH:38]=2)[C:35](C(O)=O)=[CH:34][C:33]2[CH:32]=[CH:31][CH:30]=[CH:29][C:28]3=2)=[C:17]2[C:12]=1[CH:13]=[CH:14][CH:15]=[CH:16]2.N#N.CO.O, predict the reaction product. (5) Given the reactants [Br:1][C:2]1[CH:3]=[CH:4][C:5]2[O:14][CH2:13][CH2:12][N:11]3[C:7](=[N:8][C:9]([C:15](O)=[O:16])=[CH:10]3)[C:6]=2[CH:18]=1.C(Cl)(C([Cl:23])=O)=O.CN(C)C=O, predict the reaction product. The product is: [Br:1][C:2]1[CH:3]=[CH:4][C:5]2[O:14][CH2:13][CH2:12][N:11]3[C:7](=[N:8][C:9]([C:15]([Cl:23])=[O:16])=[CH:10]3)[C:6]=2[CH:18]=1. (6) Given the reactants [C:1]([C:3]1[S:4][C:5]2[CH:11]=[C:10]([OH:12])[CH:9]=[CH:8][C:6]=2[N:7]=1)#[N:2].[CH2:13](Br)[CH:14]=[CH2:15].C(=O)([O-])[O-].[K+].[K+].O, predict the reaction product. The product is: [CH2:15]([O:12][C:10]1[CH:9]=[CH:8][C:6]2[N:7]=[C:3]([C:1]#[N:2])[S:4][C:5]=2[CH:11]=1)[CH:14]=[CH2:13].